This data is from Full USPTO retrosynthesis dataset with 1.9M reactions from patents (1976-2016). The task is: Predict the reactants needed to synthesize the given product. (1) Given the product [CH3:7][O:6][C:4](=[O:5])[C:3]([O:2][CH3:1])=[CH:10][C:11]1[CH:39]=[CH:35][C:34]([O:36][CH2:15][CH2:16][CH2:17][O:18][C:19]2[CH:24]=[CH:23][C:22]([C:25]3[CH:30]=[CH:29][CH:28]=[CH:27][CH:26]=3)=[CH:21][CH:20]=2)=[CH:33][C:12]=1[CH3:13], predict the reactants needed to synthesize it. The reactants are: [CH3:1][O:2][CH2:3][C:4]([O:6][CH3:7])=[O:5].N1[CH:13]=[CH:12][CH:11]=[CH:10]C=1.Br[CH2:15][CH2:16][CH2:17][O:18][C:19]1[CH:24]=[CH:23][C:22]([C:25]2[CH:30]=[CH:29][CH:28]=[CH:27][CH:26]=2)=[CH:21][CH:20]=1.[I-].[Na+].[CH3:33][C:34](C)([O-:36])[CH3:35].[K+].[CH2:39]1COCC1. (2) The reactants are: N[N:2]1[C:6]([CH3:7])=[N:5][N:4]([C:8]2[CH:9]=[N:10][CH:11]=[CH:12][CH:13]=2)[C:3]1=[O:14].N([O-])=O.[Na+].[OH-].[Na+]. Given the product [CH3:7][C:6]1[NH:2][C:3](=[O:14])[N:4]([C:8]2[CH:9]=[N:10][CH:11]=[CH:12][CH:13]=2)[N:5]=1, predict the reactants needed to synthesize it.